From a dataset of Catalyst prediction with 721,799 reactions and 888 catalyst types from USPTO. Predict which catalyst facilitates the given reaction. Reactant: [F:1][C:2]1[CH:7]=[C:6]([NH:8][CH2:9][C:10]2[CH:15]=[CH:14][C:13]([CH2:16][N:17]3[C:21]([CH2:22][CH2:23][C:24]4[CH:29]=[CH:28][CH:27]=[CH:26][CH:25]=4)=[CH:20][C:19]([C:30]4[CH:35]=[CH:34][C:33]([C:36]([F:39])([F:38])[F:37])=[CH:32][CH:31]=4)=[N:18]3)=[CH:12][CH:11]=2)[CH:5]=[CH:4][C:3]=1[CH2:40][CH2:41][C:42]([O:44]CC)=[O:43].[OH-].[Na+].O.C(O)(=O)CC(CC(O)=O)(C(O)=O)O. Product: [F:1][C:2]1[CH:7]=[C:6]([NH:8][CH2:9][C:10]2[CH:15]=[CH:14][C:13]([CH2:16][N:17]3[C:21]([CH2:22][CH2:23][C:24]4[CH:29]=[CH:28][CH:27]=[CH:26][CH:25]=4)=[CH:20][C:19]([C:30]4[CH:31]=[CH:32][C:33]([C:36]([F:38])([F:37])[F:39])=[CH:34][CH:35]=4)=[N:18]3)=[CH:12][CH:11]=2)[CH:5]=[CH:4][C:3]=1[CH2:40][CH2:41][C:42]([OH:44])=[O:43]. The catalyst class is: 199.